This data is from Full USPTO retrosynthesis dataset with 1.9M reactions from patents (1976-2016). The task is: Predict the reactants needed to synthesize the given product. (1) Given the product [F:1][C:2]1[CH:7]=[CH:6][CH:5]=[CH:4][C:3]=1[N:8]1[CH2:13][CH2:12][N:11]([C:24]([C:23]2[CH:27]=[CH:28][CH:29]=[C:21]([C:18]3[N:17]=[C:16]([C:15]([F:30])([F:14])[F:31])[O:20][N:19]=3)[CH:22]=2)=[O:25])[CH2:10][CH2:9]1, predict the reactants needed to synthesize it. The reactants are: [F:1][C:2]1[CH:7]=[CH:6][CH:5]=[CH:4][C:3]=1[N:8]1[CH2:13][CH2:12][NH:11][CH2:10][CH2:9]1.[F:14][C:15]([F:31])([F:30])[C:16]1[O:20][N:19]=[C:18]([C:21]2[CH:22]=[C:23]([CH:27]=[CH:28][CH:29]=2)[C:24](O)=[O:25])[N:17]=1. (2) Given the product [N:18]1[C:15]2[C:16](=[CH:17][C:12]([C:10]3[N:9]([C:22]4[CH:27]=[CH:26][C:25]([CH3:28])=[CH:24][CH:23]=4)[N:8]=[C:7]([CH2:6][CH:5]([C:29]4[CH:30]=[C:31]([CH3:35])[CH:32]=[CH:33][CH:34]=4)[C:4]([OH:3])=[O:36])[CH:11]=3)=[CH:13][CH:14]=2)[CH:21]=[CH:20][CH:19]=1.[NH2:18][C:15]1[CH:16]=[CH:17][C:12]([C:10]2[N:9]([C:22]3[CH:23]=[CH:24][C:25]([CH3:28])=[CH:26][CH:27]=3)[N:8]=[C:7]([CH2:6][CH:5]([C:29]3[CH:30]=[C:31]([CH3:35])[CH:32]=[CH:33][CH:34]=3)[C:4]([OH:36])=[O:3])[CH:11]=2)=[CH:13][CH:14]=1, predict the reactants needed to synthesize it. The reactants are: C([O:3][C:4](=[O:36])[CH:5]([C:29]1[CH:30]=[C:31]([CH3:35])[CH:32]=[CH:33][CH:34]=1)[CH2:6][C:7]1[CH:11]=[C:10]([C:12]2[CH:17]=[CH:16][C:15]([NH:18][CH2:19][CH:20]=[CH2:21])=[CH:14][CH:13]=2)[N:9]([C:22]2[CH:27]=[CH:26][C:25]([CH3:28])=[CH:24][CH:23]=2)[N:8]=1)C.CS(O)(=O)=O. (3) Given the product [ClH:1].[Cl:1][C:2]1[C:10]2[C:5](=[CH:6][C:7]([F:20])=[C:8]([CH2:11][NH2:12])[CH:9]=2)[NH:4][CH:3]=1, predict the reactants needed to synthesize it. The reactants are: [Cl:1][C:2]1[C:10]2[C:5](=[CH:6][C:7]([F:20])=[C:8]([CH2:11][NH:12]C(=O)OC(C)(C)C)[CH:9]=2)[NH:4][CH:3]=1.Cl.